Dataset: Reaction yield outcomes from USPTO patents with 853,638 reactions. Task: Predict the reaction yield, written as a fraction of the theoretical maximum amount of product (1.0 means a 100% yield; for example, 0.34 means a 34% yield). (1) The reactants are [Cl:1][C:2]1[CH:3]=[C:4]2[C:9](=[CH:10][CH:11]=1)[NH:8][C:7]([CH2:12][C:13]#[N:14])=[N:6][C:5]2=[O:15].C(N(CC)CC)C.[Cl:23][C:24]1[CH:32]=[C:31]([Cl:33])[CH:30]=[CH:29][C:25]=1[C:26](Cl)=[O:27]. The product is [CH:30]1[C:31]([Cl:33])=[CH:32][C:24]([Cl:23])=[C:25]([C:26](/[C:12](/[C:13]#[N:14])=[C:7]2/[NH:8][C:9]3[CH:10]=[CH:11][C:2]([Cl:1])=[CH:3][C:4]=3[C:5]([NH:6]/2)=[O:15])=[O:27])[CH:29]=1. The catalyst is O1CCOCC1. The yield is 0.0700. (2) The reactants are Cl[CH2:2][C:3]([N:5]1[C:14]2[C:9](=[CH:10][CH:11]=[CH:12][CH:13]=2)[CH2:8][CH2:7][CH2:6]1)=[O:4].[Cl:15][C:16]1[C:24]2[S:23][C:22]([SH:25])=[N:21][C:20]=2[CH:19]=[CH:18][CH:17]=1. No catalyst specified. The product is [Cl:15][C:16]1[C:24]2[S:23][C:22]([S:25][CH2:2][C:3]([N:5]3[C:14]4[C:9](=[CH:10][CH:11]=[CH:12][CH:13]=4)[CH2:8][CH2:7][CH2:6]3)=[O:4])=[N:21][C:20]=2[CH:19]=[CH:18][CH:17]=1. The yield is 0.460.